From a dataset of Full USPTO retrosynthesis dataset with 1.9M reactions from patents (1976-2016). Predict the reactants needed to synthesize the given product. (1) Given the product [C:35]([C:34]([C:28]1[CH:29]=[CH:30][C:31]([O:32][CH3:33])=[C:26]([O:25][CH3:24])[CH:27]=1)=[CH:18][C:17]1[CH:20]=[CH:21][C:14]([O:13][CH2:12][CH2:11][CH2:10][CH2:9][CH2:8][CH2:7][CH2:6][CH2:5][CH2:4][CH2:3][CH2:2][OH:1])=[C:15]([O:22][CH3:23])[CH:16]=1)#[N:36], predict the reactants needed to synthesize it. The reactants are: [OH:1][CH2:2][CH2:3][CH2:4][CH2:5][CH2:6][CH2:7][CH2:8][CH2:9][CH2:10][CH2:11][CH2:12][O:13][C:14]1[CH:21]=[CH:20][C:17]([CH:18]=O)=[CH:16][C:15]=1[O:22][CH3:23].[CH3:24][O:25][C:26]1[CH:27]=[C:28]([CH2:34][C:35]#[N:36])[CH:29]=[CH:30][C:31]=1[O:32][CH3:33].[K].O. (2) Given the product [CH2:17]([O:9][C:3]1[CH:4]=[C:5]([OH:8])[CH:6]=[CH:7][C:2]=1[Cl:1])[C:18]1[CH:23]=[CH:22][CH:21]=[CH:20][CH:19]=1, predict the reactants needed to synthesize it. The reactants are: [Cl:1][C:2]1[CH:7]=[CH:6][C:5]([OH:8])=[CH:4][C:3]=1[OH:9].C(=O)([O-])[O-].[K+].[K+].Br[CH2:17][C:18]1[CH:23]=[CH:22][CH:21]=[CH:20][CH:19]=1.O.